Dataset: Reaction yield outcomes from USPTO patents with 853,638 reactions. Task: Predict the reaction yield, written as a fraction of the theoretical maximum amount of product (1.0 means a 100% yield; for example, 0.34 means a 34% yield). (1) The reactants are [OH-].[Li+].C(OC([N:8]1[CH2:13][CH2:12][C:11]2[N:14]=[C:15]([CH2:17][O:18][C:19]3[CH:24]=[CH:23][CH:22]=[CH:21][CH:20]=3)[O:16][C:10]=2[CH2:9]1)=O)C. The catalyst is O.O1CCOCC1. The product is [O:18]([CH2:17][C:15]1[O:16][C:10]2[CH2:9][NH:8][CH2:13][CH2:12][C:11]=2[N:14]=1)[C:19]1[CH:20]=[CH:21][CH:22]=[CH:23][CH:24]=1. The yield is 0.450. (2) The reactants are Br[C:2]1[C:3]2[CH:4]3[CH2:22][CH2:21][N:20](C(OC(C)(C)C)=O)[CH2:19][CH2:18][CH:5]3[N:6](C(OC(C)(C)C)=O)[C:7]=2[CH:8]=[CH:9][CH:10]=1.P([O-])([O-])([O-])=O.[K+].[K+].[K+].[CH:38]1[C:46]2[C:45]3[CH:47]=[CH:48][CH:49]=[CH:50][C:44]=3[O:43][C:42]=2[C:41](B(O)O)=[CH:40][CH:39]=1.N#N. The catalyst is C1C=CC([P]([Pd]([P](C2C=CC=CC=2)(C2C=CC=CC=2)C2C=CC=CC=2)([P](C2C=CC=CC=2)(C2C=CC=CC=2)C2C=CC=CC=2)[P](C2C=CC=CC=2)(C2C=CC=CC=2)C2C=CC=CC=2)(C2C=CC=CC=2)C2C=CC=CC=2)=CC=1.CN(C=O)C. The product is [CH:38]1[C:46]2[C:45]3[CH:47]=[CH:48][CH:49]=[CH:50][C:44]=3[O:43][C:42]=2[C:41]([C:2]2[C:3]3[C@@H:4]4[CH2:22][CH2:21][NH:20][CH2:19][CH2:18][C@@H:5]4[NH:6][C:7]=3[CH:8]=[CH:9][CH:10]=2)=[CH:40][CH:39]=1. The yield is 0.470. (3) The reactants are Br[C:2]1[C:7]2[S:8][C:9]([C:11]3[C:18]([Cl:19])=[CH:17][C:16]([F:20])=[CH:15][C:12]=3[C:13]#[N:14])=[N:10][C:6]=2[CH:5]=[CH:4][N:3]=1.[NH2:21][C:22]1[N:27]=[CH:26][N:25]=[C:24]([CH2:28][OH:29])[CH:23]=1.CC1(C)C2C(=C(P(C3C=CC=CC=3)C3C=CC=CC=3)C=CC=2)OC2C(P(C3C=CC=CC=3)C3C=CC=CC=3)=CC=CC1=2.C(=O)([O-])[O-].[Cs+].[Cs+]. The catalyst is O1CCOCC1.O.C1C=CC(/C=C/C(/C=C/C2C=CC=CC=2)=O)=CC=1.C1C=CC(/C=C/C(/C=C/C2C=CC=CC=2)=O)=CC=1.C1C=CC(/C=C/C(/C=C/C2C=CC=CC=2)=O)=CC=1.[Pd].[Pd]. The product is [ClH:19].[Cl:19][C:18]1[C:11]([C:9]2[S:8][C:7]3[C:2]([NH:21][C:22]4[CH:23]=[C:24]([CH2:28][OH:29])[N:25]=[CH:26][N:27]=4)=[N:3][CH:4]=[CH:5][C:6]=3[N:10]=2)=[C:12]([CH:15]=[C:16]([F:20])[CH:17]=1)[C:13]#[N:14]. The yield is 0.380. (4) The reactants are [F:1][C:2]1[CH:7]=[C:6](/[CH:8]=[CH:9]/[N+:10]([O-:12])=[O:11])[C:5]([F:13])=[CH:4][C:3]=1[F:14].[CH2:15]([Mg]Cl)[CH:16]=[CH2:17]. The catalyst is C1COCC1. The product is [F:1][C:2]1[CH:7]=[C:6]([CH:8]([CH2:17][CH:16]=[CH2:15])[CH2:9][N+:10]([O-:12])=[O:11])[C:5]([F:13])=[CH:4][C:3]=1[F:14]. The yield is 0.890. (5) The reactants are [S:1]1[CH:5]=[CH:4][N:3]=[C:2]1[C:6]1[N:11]=[C:10]([C:12]2[CH:13]=[C:14]3[C:19](=[CH:20][CH:21]=2)[N:18]=[CH:17][CH:16]=[C:15]3[OH:22])[CH:9]=[CH:8][CH:7]=1.C(N(C(C)C)CC)(C)C.[F:32][C:33]([F:52])([F:51])[S:34](N(C1C=CC=CC=1)[S:34]([C:33]([F:52])([F:51])[F:32])(=[O:36])=[O:35])(=[O:36])=[O:35]. The catalyst is CN1C(=O)CCC1. The product is [F:32][C:33]([F:52])([F:51])[S:34]([O:22][C:15]1[C:14]2[C:19](=[CH:20][CH:21]=[C:12]([C:10]3[CH:9]=[CH:8][CH:7]=[C:6]([C:2]4[S:1][CH:5]=[CH:4][N:3]=4)[N:11]=3)[CH:13]=2)[N:18]=[CH:17][CH:16]=1)(=[O:36])=[O:35]. The yield is 0.470.